This data is from Full USPTO retrosynthesis dataset with 1.9M reactions from patents (1976-2016). The task is: Predict the reactants needed to synthesize the given product. (1) Given the product [OH:1][CH2:2][C:3]([C@H:5]([C@@H:7]([C@@H:9]([CH2:11][OH:12])[OH:10])[OH:8])[OH:6])=[O:4], predict the reactants needed to synthesize it. The reactants are: [OH:1][CH2:2][C:3]([C@@H:5]([C@@H:7]([C@@H:9]([CH2:11][OH:12])[OH:10])[OH:8])[OH:6])=[O:4].OCC([C@H]([C@H]([C@@H](CO)O)O)O)=O.OCC([C@@H]([C@H]([C@@H](CO)O)O)O)=O.OCC([C@@H]([C@H]([C@H](CO)O)O)O)=O.OCC([C@H]([C@H]([C@H](CO)O)O)O)=O.OCC([C@@H]([C@@H]([C@H](CO)O)O)O)=O.OCC([C@H]([C@@H]([C@H](CO)O)O)O)=O. (2) Given the product [CH2:6]([O:5][C:3]([C:2]([F:9])([F:8])[C:11]1([OH:10])[CH2:12][CH2:13][N:14]([C:17]([O:19][C:20]([CH3:22])([CH3:21])[CH3:23])=[O:18])[CH2:15][CH2:16]1)=[O:4])[CH3:7], predict the reactants needed to synthesize it. The reactants are: Br[C:2]([F:9])([F:8])[C:3]([O:5][CH2:6][CH3:7])=[O:4].[O:10]=[C:11]1[CH2:16][CH2:15][N:14]([C:17]([O:19][C:20]([CH3:23])([CH3:22])[CH3:21])=[O:18])[CH2:13][CH2:12]1.C(OCC)(=O)C.Cl. (3) Given the product [CH:1]1([CH:4]([O:8][C:9]2[C:18]3[C:13](=[CH:14][CH:15]=[CH:16][CH:17]=3)[CH:12]=[CH:11][CH:10]=2)[C:5]([O:7][CH2:19][CH3:20])=[O:6])[CH2:3][CH2:2]1, predict the reactants needed to synthesize it. The reactants are: [CH:1]1([CH:4]([O:8][C:9]2[C:18]3[C:13](=[CH:14][CH:15]=[CH:16][CH:17]=3)[CH:12]=[CH:11][CH:10]=2)[C:5]([OH:7])=[O:6])[CH2:3][CH2:2]1.[C:19]1(O)C2C(=CC=CC=2)C=C[CH:20]=1.C([O-])([O-])=O.[K+].[K+].BrC(C1CC1)C(OCC)=O.